From a dataset of Full USPTO retrosynthesis dataset with 1.9M reactions from patents (1976-2016). Predict the reactants needed to synthesize the given product. (1) Given the product [C:1]([C:3]1[CH:4]=[CH:5][C:6]([CH2:9][CH2:13][C:17]([NH:15][CH2:14][CH2:42][CH2:41][NH:38][CH2:39][S:48]([C:51]2[CH:56]=[CH:55][CH:54]=[C:53]([Cl:57])[C:52]=2[Cl:58])(=[O:49])=[O:50])=[O:21])=[CH:7][CH:8]=1)#[N:2], predict the reactants needed to synthesize it. The reactants are: [C:1]([C:3]1[CH:8]=[CH:7][C:6]([CH:9]([CH3:13])C(O)=O)=[CH:5][CH:4]=1)#[N:2].[CH3:14][N:15]([C:17]([O:21]N1N=NC2C=CC=CC1=2)=[N+](C)C)C.[B-](F)(F)(F)F.C([N:38]([CH2:41][CH3:42])[CH2:39]C)C.NCCCN(C)[S:48]([C:51]1[CH:56]=[CH:55][CH:54]=[C:53]([Cl:57])[C:52]=1[Cl:58])(=[O:50])=[O:49]. (2) Given the product [C:12]([O:14][C:15]([CH3:18])([CH3:17])[CH3:16])(=[O:13])[CH2:11][NH:1][CH2:2][C:7]([O:9][C:15]([CH3:18])([CH3:17])[CH3:16])=[O:8], predict the reactants needed to synthesize it. The reactants are: [NH2:1][C@H:2]([C:7]([OH:9])=[O:8])C(C)(C)C.Br[CH2:11][C:12]([O:14][C:15]([CH3:18])([CH3:17])[CH3:16])=[O:13]. (3) Given the product [CH2:1]([O:8][C:9](=[O:29])[CH:10]([NH:11][C:12]([O:14][C:15]([CH3:16])([CH3:18])[CH3:17])=[O:13])[CH2:19][C:20]1[C:28]2[C:23](=[CH:24][CH:25]=[CH:26][CH:27]=2)[N:22]([CH2:36][C:35]2[CH:38]=[CH:39][C:32]([C:30]#[N:31])=[CH:33][CH:34]=2)[CH:21]=1)[C:2]1[CH:7]=[CH:6][CH:5]=[CH:4][CH:3]=1, predict the reactants needed to synthesize it. The reactants are: [CH2:1]([O:8][C:9](=[O:29])[C@H:10]([CH2:19][C:20]1[C:28]2[C:23](=[CH:24][CH:25]=[CH:26][CH:27]=2)[NH:22][CH:21]=1)[NH:11][C:12]([O:14][C:15]([CH3:18])([CH3:17])[CH3:16])=[O:13])[C:2]1[CH:7]=[CH:6][CH:5]=[CH:4][CH:3]=1.[C:30]([C:32]1[CH:39]=[CH:38][C:35]([CH2:36]Br)=[CH:34][CH:33]=1)#[N:31].[H-].[Na+]. (4) Given the product [CH3:47][O:48][C:49](=[O:54])[CH2:50][CH2:51][C:52]#[C:53][C:28]1[CH:29]=[CH:30][C:25]([C:3]([CH2:4][CH3:5])([C:6]2[CH:11]=[CH:10][C:9](/[CH:12]=[CH:13]/[C:14]([OH:23])([C:19]([F:21])([F:22])[F:20])[C:15]([F:18])([F:17])[F:16])=[C:8]([CH3:24])[CH:7]=2)[CH2:1][CH3:2])=[CH:26][C:27]=1[CH3:39], predict the reactants needed to synthesize it. The reactants are: [CH2:1]([C:3]([C:25]1[CH:30]=[CH:29][C:28](OS(C(F)(F)F)(=O)=O)=[C:27]([CH3:39])[CH:26]=1)([C:6]1[CH:11]=[CH:10][C:9](/[CH:12]=[CH:13]/[C:14]([OH:23])([C:19]([F:22])([F:21])[F:20])[C:15]([F:18])([F:17])[F:16])=[C:8]([CH3:24])[CH:7]=1)[CH2:4][CH3:5])[CH3:2].CCN(CC)CC.[CH3:47][O:48][C:49](=[O:54])[CH2:50][CH2:51][C:52]#[CH:53].C(OCC)(=O)C. (5) Given the product [ClH:45].[NH:100]1[C:104]2[CH:105]=[CH:106][CH:107]=[CH:108][C:103]=2[N:102]=[C:101]1[CH2:109][CH2:73][NH:72][C:70]([NH:69][C@@H:66]1[CH2:67][CH2:68][N:64]([C:62]2[N:61]=[C:60]3[C:56]([N:57]=[CH:58][N:59]3[C@@H:80]3[CH2:84][C@H:83]([N:85]4[N:89]=[N:88][C:87]([CH2:90][CH3:91])=[N:86]4)[C@@H:82]([OH:92])[C@H:81]3[OH:93])=[C:55]([NH:54][CH2:53][CH:52]([C:94]3[CH:99]=[CH:98][CH:97]=[CH:96][CH:95]=3)[C:46]3[CH:47]=[CH:48][CH:49]=[CH:50][CH:51]=3)[N:63]=2)[CH2:65]1)=[O:71], predict the reactants needed to synthesize it. The reactants are: N[C@@H]1CCN(C2N=C3C(N=CN3[C@@H]3C[C@H](N4N=NC(CC)=N4)[C@@H](O)[C@H]3O)=C(NCC(C3C=CC=CC=3)C3C=CC=CC=3)N=2)C1.[ClH:45].[C:46]1([CH:52]([C:94]2[CH:99]=[CH:98][CH:97]=[CH:96][CH:95]=2)[CH2:53][NH:54][C:55]2[N:63]=[C:62]([N:64]3[CH2:68][CH2:67][C@@H:66]([NH:69][C:70]([NH:72][CH2:73]C4C=CC=CN=4)=[O:71])[CH2:65]3)[N:61]=[C:60]3[C:56]=2[N:57]=[CH:58][N:59]3[C@@H:80]2[CH2:84][C@H:83]([N:85]3[N:89]=[N:88][C:87]([CH2:90][CH3:91])=[N:86]3)[C@@H:82]([OH:92])[C@H:81]2[OH:93])[CH:51]=[CH:50][CH:49]=[CH:48][CH:47]=1.[NH:100]1[C:104]2[CH:105]=[CH:106][CH:107]=[CH:108][C:103]=2[N:102]=[C:101]1[CH2:109]CN. (6) Given the product [ClH:1].[ClH:27].[Cl:1][C:2]1[C:3]([N:14]2[CH2:19][CH2:18][NH:17][CH2:16][CH2:15]2)=[N:4][CH:5]=[C:6]([CH:7]=1)[C:8]([O:10][CH:11]([CH3:13])[CH3:12])=[O:9], predict the reactants needed to synthesize it. The reactants are: [Cl:1][C:2]1[C:3]([N:14]2[CH2:19][CH2:18][N:17](C(OC(C)(C)C)=O)[CH2:16][CH2:15]2)=[N:4][CH:5]=[C:6]([C:8]([O:10][CH:11]([CH3:13])[CH3:12])=[O:9])[CH:7]=1.[ClH:27].